This data is from Experimentally validated miRNA-target interactions with 360,000+ pairs, plus equal number of negative samples. The task is: Binary Classification. Given a miRNA mature sequence and a target amino acid sequence, predict their likelihood of interaction. (1) The miRNA is mmu-miR-30e-5p with sequence UGUAAACAUCCUUGACUGGAAG. The protein sequence of the target gene is MAGYEYVSPEQLSGFDKYKYSALDTNPLSLYIMHPFWNTIVKVFPTWLAPNLITFSGFMLLVFNFLLLTYFDPDFYASAPGHKHVPDWVWIVVGILNFAAYTLDGVDGKQARRTNSSTPLGELFDHGLDSWSCVYFVVTVYSIFGRGPTGVSVFVLYLLLWVVLFSFILSHWEKYNTGVLFLPWGYDISQVTISFVYIVTAVVGVEAWYEPFLFNFLYRDLFTAMIIGCALCVTLPMSLLNFFRSYKSNTLKHKSVYEAMVPFFSPCLLFTLCTVWILWSPSDILEIHPRIFYFMVGTAF.... Result: 1 (interaction). (2) The miRNA is hsa-miR-182-5p with sequence UUUGGCAAUGGUAGAACUCACACU. The protein sequence of the target gene is MVVLNPMTLGIYLQLFFLSIVSQPTFINSVLPISAALPSLDQKKRGGHKACCLLTPPPPPLFPPPFFRGGRSPLLSPDMKNLMLELETSQSPCMQGSLGSPGPPGPQGPPGLPGKTGPKGEKGELGRPGRKGRPGPPGVPGMPGPIGWPGPEGPRGEKGDLGMMGLPGSRGPMGSKGYPGSRGEKGSRGEKGDLGPKGEKGFPGFPGMLGQKGEMGPKGEPGIAGHRGPTGRPGKRGKQGQKGDSGVMGPPGKPGPSGQPGRPGPPGPPPAGQLIMGPKGERGFPGPPGRCLCGPTMNVN.... Result: 0 (no interaction). (3) The miRNA is hsa-miR-6810-3p with sequence UCCCCUGCUCCCUUGUUCCCCAG. The protein sequence of the target gene is MKTLMRHGLAVCLALTTMCTSLLLVYSSLGGQKERPPQQQQQQQQQQQQASATGSSQPAAESSTQQRPGVPAGPRPLDGYLGVADHKPLKMHCRDCALVTSSGHLLHSRQGSQIDQTECVIRMNDAPTRGYGRDVGNRTSLRVIAHSSIQRILRNRHDLLNVSQGTVFIFWGPSSYMRRDGKGQVYNNLHLLSQVLPRLKAFMITRHKMLQFDELFKQETGKDRKISNTWLSTGWFTMTIALELCDRINVYGMVPPDFCRDPNHPSVPYHYYEPFGPDECTMYLSHERGRKGSHHRFITE.... Result: 0 (no interaction). (4) The miRNA is hsa-miR-6722-3p with sequence UGCAGGGGUCGGGUGGGCCAGG. Result: 1 (interaction). The protein sequence of the target gene is MNRFRVSKFRHTEARPPRRESWISDIRAGTAPSCRNHIKSSCSLIAFNSDRPGVLGIVPLQGQGEDKRRVAHLGCHSDLVTDLDFSPFDDFLLATGSADRTVKLWRLPGPGQALPSAPGVVLGPEDLPVEVLQFHPTSDGILVSAAGTTVKVWDAAKQQPLTELAAHGDLVQSAVWSRDGALVGTACKDKQLRIFDPRTKPRASQSTQAHENSRDSRLAWMGTWEHLVSTGFNQMREREVKLWDTRFFSSALASLTLDTSLGCLVPLLDPDSGLLVLAGKGERQLYCYEVVPQQPALSPV.... (5) The miRNA is hsa-miR-6733-3p with sequence UCAGUGUCUGGAUUUCCUAG. The protein sequence of the target gene is MLQWRRRHCCFAKMTWSPKRSLLRTPLTGVLSLVFLFAMFLFFNHHDWLPGRPGFKENPVTYTFRGFRSTKSETNHSSLRTIWKEVAPQTLRPHTASNSSNTELSPQGVTGLQNTLSANGSIYNEKGTGHPNSYHFKYIINEPEKCQEKSPFLILLIAAEPGQIEARRAIRQTWGNETLAPGIQIIRVFLLGISIKLNGYLQHAIQEESRQYHDIIQQEYLDTYYNLTIKTLMGMNWVATYCPHTPYVMKTDSDMFVNTEYLIHKLLKPDLPPRHNYFTGYLMRGYAPNRNKDSKWYMPP.... Result: 0 (no interaction). (6) The miRNA is hsa-miR-200c-5p with sequence CGUCUUACCCAGCAGUGUUUGG. The protein sequence of the target gene is MEAARDYAGALIRPLTFMGSQTKRVLFTPLMHPARPFRVSNHDRSSRRGVMASSLQELISKTLDALVIATGLVTLVLEEDGTVVDTEEFFQTLGDNTHFMILEKGQKWMPGSQHVPTCSPPKRSGIARVTFDLYRLNPKDFIGCLNVKATMYEMYSVSYDIRCTGLKGLLRSLLRFLSYSAQVTGQFLIYLGTYMLRVLDDKEERPSLRSQAKGRFTCG. Result: 0 (no interaction).